Dataset: Reaction yield outcomes from USPTO patents with 853,638 reactions. Task: Predict the reaction yield, written as a fraction of the theoretical maximum amount of product (1.0 means a 100% yield; for example, 0.34 means a 34% yield). (1) The reactants are [Br:1][C:2]1[N:3]=[C:4]([C:9]#[C:10][Si](C)(C)C)[C:5]([NH2:8])=[N:6][CH:7]=1.BrC1C(N)=NC=C(Br)N=1.C([Si](C)(C)C)#C.[H-].[Na+].[S:32](Cl)([C:35]1[CH:41]=[CH:40][C:38]([CH3:39])=[CH:37][CH:36]=1)(=[O:34])=[O:33]. The catalyst is CN(C=O)C. The product is [Br:1][C:2]1[N:3]=[C:4]2[CH:9]=[CH:10][N:8]([S:32]([C:35]3[CH:41]=[CH:40][C:38]([CH3:39])=[CH:37][CH:36]=3)(=[O:34])=[O:33])[C:5]2=[N:6][CH:7]=1. The yield is 0.520. (2) The reactants are CCN(C(C)C)C(C)C.[CH2:10]([C:18]1[CH:26]=[CH:25][C:21]([C:22]([OH:24])=O)=[CH:20][CH:19]=1)[CH2:11][CH2:12][CH2:13][CH2:14][CH2:15][CH2:16][CH3:17].O/[N:28]=[C:29](/[C@@H:31]1[CH2:35][CH2:34][CH2:33][N:32]1[C:36]([O:38][C:39]([CH3:42])([CH3:41])[CH3:40])=[O:37])\[NH2:30].CN(C(ON1N=NC2C=CC(=CC1=2)Cl)=[N+](C)C)C.F[P-](F)(F)(F)(F)F. The catalyst is CN(C=O)C. The product is [CH2:10]([C:18]1[CH:19]=[CH:20][C:21]([C:22]2[O:24][N:28]=[C:29]([C@@H:31]3[CH2:35][CH2:34][CH2:33][N:32]3[C:36]([O:38][C:39]([CH3:42])([CH3:41])[CH3:40])=[O:37])[N:30]=2)=[CH:25][CH:26]=1)[CH2:11][CH2:12][CH2:13][CH2:14][CH2:15][CH2:16][CH3:17]. The yield is 0.190. (3) The reactants are C(=O)([O-])[O-].[K+].[K+].[CH:7]([C:20]1[CH:25]=[CH:24][CH:23]=[C:22]([C:26]2[CH:31]=[CH:30][CH:29]=[C:28](Br)[C:27]=2[O:33][CH2:34][C:35]2[CH:40]=[CH:39][C:38]([F:41])=[CH:37][CH:36]=2)[N:21]=1)([C:14]1[CH:19]=[CH:18][CH:17]=[CH:16][CH:15]=1)[C:8]1[CH:13]=[CH:12][CH:11]=[CH:10][CH:9]=1.[C:42]1(B(O)O)[CH:47]=[CH:46][CH:45]=[CH:44][CH:43]=1. The catalyst is O.O1CCOCC1.C(OCC)(=O)C.C1C=CC([P]([Pd]([P](C2C=CC=CC=2)(C2C=CC=CC=2)C2C=CC=CC=2)([P](C2C=CC=CC=2)(C2C=CC=CC=2)C2C=CC=CC=2)[P](C2C=CC=CC=2)(C2C=CC=CC=2)C2C=CC=CC=2)(C2C=CC=CC=2)C2C=CC=CC=2)=CC=1. The product is [CH:7]([C:20]1[CH:25]=[CH:24][CH:23]=[C:22]([C:26]2[C:27]([O:33][CH2:34][C:35]3[CH:40]=[CH:39][C:38]([F:41])=[CH:37][CH:36]=3)=[C:28]([C:42]3[CH:47]=[CH:46][CH:45]=[CH:44][CH:43]=3)[CH:29]=[CH:30][CH:31]=2)[N:21]=1)([C:14]1[CH:19]=[CH:18][CH:17]=[CH:16][CH:15]=1)[C:8]1[CH:13]=[CH:12][CH:11]=[CH:10][CH:9]=1. The yield is 0.850. (4) The reactants are BrC1OC2N=C(SC)N=C(OCC3CC3)C=2C=1C1C=CC=CC=1.Br[C:25]1[O:40][C:28]2[N:29]=[C:30]([S:38][CH3:39])[N:31]([CH2:34][CH:35]3[CH2:37][CH2:36]3)[C:32](=[O:33])[C:27]=2[C:26]=1[C:41]1[CH:46]=[CH:45][CH:44]=[CH:43][CH:42]=1.CC1(C)C(C)(C)OB([C:55]2[CH:60]=[CH:59][C:58]([C:61]3([NH:65][C:66](=[O:72])[O:67][C:68]([CH3:71])([CH3:70])[CH3:69])[CH2:64][CH2:63][CH2:62]3)=[CH:57][CH:56]=2)O1.P([O-])([O-])([O-])=O.[K+].[K+].[K+]. The catalyst is CC(N(C)C)=O.O.C1C=CC([P]([Pd]([P](C2C=CC=CC=2)(C2C=CC=CC=2)C2C=CC=CC=2)([P](C2C=CC=CC=2)(C2C=CC=CC=2)C2C=CC=CC=2)[P](C2C=CC=CC=2)(C2C=CC=CC=2)C2C=CC=CC=2)(C2C=CC=CC=2)C2C=CC=CC=2)=CC=1. The product is [CH:35]1([CH2:34][N:31]2[C:32](=[O:33])[C:27]3[C:26]([C:41]4[CH:46]=[CH:45][CH:44]=[CH:43][CH:42]=4)=[C:25]([C:55]4[CH:56]=[CH:57][C:58]([C:61]5([NH:65][C:66](=[O:72])[O:67][C:68]([CH3:70])([CH3:69])[CH3:71])[CH2:62][CH2:63][CH2:64]5)=[CH:59][CH:60]=4)[O:40][C:28]=3[N:29]=[C:30]2[S:38][CH3:39])[CH2:37][CH2:36]1. The yield is 0.350. (5) The reactants are [OH-:1].[Na+].CS(C)=O.[CH:7]([N:10]1[C:14](S(C)(=O)=O)=[N:13][N:12]=[C:11]1[C:19]1[CH:24]=[C:23]([CH:25]([CH3:27])[CH3:26])[C:22]([O:28][CH2:29][O:30][CH3:31])=[CH:21][C:20]=1[O:32][CH2:33][O:34][CH3:35])([CH3:9])[CH3:8]. The catalyst is O. The product is [CH:7]([N:10]1[C:11]([C:19]2[CH:24]=[C:23]([CH:25]([CH3:27])[CH3:26])[C:22]([O:28][CH2:29][O:30][CH3:31])=[CH:21][C:20]=2[O:32][CH2:33][O:34][CH3:35])=[N:12][NH:13][C:14]1=[O:1])([CH3:9])[CH3:8]. The yield is 0.780. (6) The reactants are [CH3:1][C:2]1[CH:7]=[CH:6][N:5]2[C:8]([C:11]3[CH:16]=[CH:15][CH:14]=[C:13](B4OC(C)(C)C(C)(C)O4)[CH:12]=3)=[CH:9][N:10]=[C:4]2[CH:3]=1.Br[C:27]1[CH:31]=[CH:30][S:29][C:28]=1[C:32]#[N:33].O. The catalyst is COCCOC.C(=O)([O-])[O-].[Cs+].[Cs+].C1C=CC([P]([Pd]([P](C2C=CC=CC=2)(C2C=CC=CC=2)C2C=CC=CC=2)([P](C2C=CC=CC=2)(C2C=CC=CC=2)C2C=CC=CC=2)[P](C2C=CC=CC=2)(C2C=CC=CC=2)C2C=CC=CC=2)(C2C=CC=CC=2)C2C=CC=CC=2)=CC=1. The product is [CH3:1][C:2]1[CH:7]=[CH:6][N:5]2[C:8]([C:11]3[CH:12]=[C:13]([C:27]4[CH:31]=[CH:30][S:29][C:28]=4[C:32]#[N:33])[CH:14]=[CH:15][CH:16]=3)=[CH:9][N:10]=[C:4]2[CH:3]=1. The yield is 0.570. (7) The reactants are [CH3:1][O:2][C@H:3]([CH2:7][CH2:8][S:9]([C:12]1[CH:21]=[CH:20][C:19]2[C:14](=[CH:15][CH:16]=[CH:17][CH:18]=2)[CH:13]=1)(=[O:11])=[O:10])[C:4]([OH:6])=O.[N:22]1([CH2:28][C:29]2[CH:30]=[C:31]3[C:36](=[CH:37][CH:38]=2)[C@H:35]([NH2:39])[CH2:34][CH2:33][CH2:32]3)[CH2:27][CH2:26][CH2:25][CH2:24][CH2:23]1.ON1C2C=CC=CC=2N=N1.Cl.CN(C)CCCN=C=NCC. The catalyst is CN(C=O)C.CCOC(C)=O. The product is [CH3:1][O:2][C@H:3]([CH2:7][CH2:8][S:9]([C:12]1[CH:21]=[CH:20][C:19]2[C:14](=[CH:15][CH:16]=[CH:17][CH:18]=2)[CH:13]=1)(=[O:11])=[O:10])[C:4]([NH:39][C@H:35]1[C:36]2[C:31](=[CH:30][C:29]([CH2:28][N:22]3[CH2:27][CH2:26][CH2:25][CH2:24][CH2:23]3)=[CH:38][CH:37]=2)[CH2:32][CH2:33][CH2:34]1)=[O:6]. The yield is 0.750. (8) The reactants are [OH:1][CH2:2][C@@H:3]([NH:16]S(C(C)(C)C)=O)[C:4]1[CH:9]=[CH:8][C:7]([O:10][CH2:11][C:12]([F:15])([F:14])[F:13])=[CH:6][N:5]=1.[ClH:23].CCOCC. The catalyst is CO. The product is [ClH:23].[ClH:23].[NH2:16][C@@H:3]([C:4]1[CH:9]=[CH:8][C:7]([O:10][CH2:11][C:12]([F:15])([F:13])[F:14])=[CH:6][N:5]=1)[CH2:2][OH:1]. The yield is 1.00. (9) The reactants are [CH3:1][N:2]1[CH:6]=[C:5]([CH3:7])[C:4]([C:8]([OH:10])=O)=[N:3]1.O1CCCC1.C(Cl)(=O)C(Cl)=O.[NH2:22][C:23]1[CH:24]=[C:25]([CH:42]=[CH:43][C:44]=1[F:45])[O:26][C:27]1[CH:28]=[CH:29][C:30]2[N:31]([N:33]=[C:34]([NH:36][C:37]([CH:39]3[CH2:41][CH2:40]3)=[O:38])[N:35]=2)[CH:32]=1. The catalyst is CN(C)C=O.CN(C)C(=O)C. The product is [CH:39]1([C:37]([NH:36][C:34]2[N:35]=[C:30]3[CH:29]=[CH:28][C:27]([O:26][C:25]4[CH:42]=[CH:43][C:44]([F:45])=[C:23]([NH:22][C:8]([C:4]5[C:5]([CH3:7])=[CH:6][N:2]([CH3:1])[N:3]=5)=[O:10])[CH:24]=4)=[CH:32][N:31]3[N:33]=2)=[O:38])[CH2:40][CH2:41]1. The yield is 0.830. (10) The product is [Cl:15][C:16]1[CH:21]=[C:20]([C:2]2[CH:14]=[CH:13][C:5]3[NH:6][C:7](=[O:12])[O:8][C:9]([CH3:11])([CH3:10])[C:4]=3[CH:3]=2)[CH:19]=[CH:18][CH:17]=1. The catalyst is COCCOC.O.[Pd].C1(P(C2C=CC=CC=2)C2C=CC=CC=2)C=CC=CC=1.C1(P(C2C=CC=CC=2)C2C=CC=CC=2)C=CC=CC=1.C1(P(C2C=CC=CC=2)C2C=CC=CC=2)C=CC=CC=1.C1(P(C2C=CC=CC=2)C2C=CC=CC=2)C=CC=CC=1. The reactants are Br[C:2]1[CH:14]=[CH:13][C:5]2[NH:6][C:7](=[O:12])[O:8][C:9]([CH3:11])([CH3:10])[C:4]=2[CH:3]=1.[Cl:15][C:16]1[CH:17]=[C:18](B(O)O)[CH:19]=[CH:20][CH:21]=1.C(=O)([O-])[O-].[Na+].[Na+]. The yield is 0.820.